Dataset: Peptide-MHC class II binding affinity with 134,281 pairs from IEDB. Task: Regression. Given a peptide amino acid sequence and an MHC pseudo amino acid sequence, predict their binding affinity value. This is MHC class II binding data. The peptide sequence is AYLVLDPLIYFGPFA. The MHC is DRB1_0301 with pseudo-sequence DRB1_0301. The binding affinity (normalized) is 0.292.